This data is from Reaction yield outcomes from USPTO patents with 853,638 reactions. The task is: Predict the reaction yield, written as a fraction of the theoretical maximum amount of product (1.0 means a 100% yield; for example, 0.34 means a 34% yield). (1) The reactants are [H-].[Na+].N[C:4]1[CH:9]=[CH:8][CH:7]=[CH:6][CH:5]=1.[CH3:10]C1CC(C)=C(C)C=1C.[CH:19]1[C:32]2[C:23](=[CH:24][C:25]3[C:30]([C:31]=2[Si:33](Cl)([CH3:35])[CH3:34])=[CH:29][CH:28]=[CH:27][CH:26]=3)[CH:22]=CC=1.C(=O)([O-])[O-].[Na+].[Na+].O1[CH2:47][CH2:46][CH2:45][CH2:44]1. The catalyst is C1(C)C=CC=CC=1. The product is [CH:8]1[C:9]2[C:4](=[CH:44][C:45]3[C:28]([C:29]=2[C:30]2[C:31]([SiH:33]([CH3:34])[CH3:35])([CH3:10])[C:32]([CH3:19])=[C:23]([CH3:22])[C:25]=2[CH3:24])=[CH:27][CH:26]=[CH:47][CH:46]=3)[CH:5]=[CH:6][CH:7]=1. The yield is 0.544. (2) The reactants are S(Cl)(C1C=CC(C)=CC=1)(=O)=O.[C:12]([OH:19])(=O)[CH2:13][CH:14]=[CH:15][CH2:16][CH3:17].[C:20]1([C:26]#[C:27][C:28]2[CH:46]=[CH:45][C:31]([C:32]([NH:34][C:35]3[CH:40]=[CH:39][CH:38]=[CH:37][C:36]=3[S:41](=[O:44])(=[O:43])[NH2:42])=[O:33])=[CH:30][CH:29]=2)[CH:25]=[CH:24][CH:23]=[CH:22][CH:21]=1. The catalyst is CN(C)C1C=CN=CC=1.O1CCCC1. The product is [C:20]1([C:26]#[C:27][C:28]2[CH:46]=[CH:45][C:31]([C:32]([NH:34][C:35]3[CH:40]=[CH:39][CH:38]=[CH:37][C:36]=3[S:41]([NH:42][C:12](=[O:19])[CH2:13]/[CH:14]=[CH:15]/[CH2:16][CH3:17])(=[O:43])=[O:44])=[O:33])=[CH:30][CH:29]=2)[CH:21]=[CH:22][CH:23]=[CH:24][CH:25]=1. The yield is 0.650. (3) The product is [NH:8]1[CH:12]=[C:11]([C:13]2[CH:18]=[CH:17][N:16]=[C:15]([O:19][C:20]3[C:21]([CH3:28])=[CH:22][C:23]([F:27])=[C:24]([NH2:26])[CH:25]=3)[N:14]=2)[CH:10]=[N:9]1. The reactants are COC1C=CC(C[N:8]2[CH:12]=[C:11]([C:13]3[CH:18]=[CH:17][N:16]=[C:15]([O:19][C:20]4[C:21]([CH3:28])=[CH:22][C:23]([F:27])=[C:24]([NH2:26])[CH:25]=4)[N:14]=3)[CH:10]=[N:9]2)=CC=1.C(O)(C(F)(F)F)=O. The yield is 0.680. The catalyst is ClCCl. (4) The reactants are [C:1]([O:5][C:6]([NH:8][C:9]([CH3:17])([CH2:13][CH:14]([CH3:16])[CH3:15])[C:10](O)=[O:11])=[O:7])([CH3:4])([CH3:3])[CH3:2].CN1CCOCC1.ClC(OCC(C)C)=O.[BH4-].[Na+]. The catalyst is O1CCCC1.O.C(OCC)(=O)C. The product is [C:1]([O:5][C:6](=[O:7])[NH:8][C:9]([CH3:17])([CH2:13][CH:14]([CH3:15])[CH3:16])[CH2:10][OH:11])([CH3:4])([CH3:3])[CH3:2]. The yield is 0.730. (5) The reactants are [C:1]([N:5]1[CH2:10][CH2:9][N:8]([C:11](OC(C)(C)C)=[O:12])[C@@H:7]([C:18]([N:20]2[CH2:25][CH2:24][NH:23][CH2:22][CH2:21]2)=[O:19])[CH2:6]1)([CH3:4])([CH3:3])[CH3:2].[F:26][C:27]([F:48])([O:31][C:32]1[CH:33]=[C:34]([NH:38][C:39](=O)[O:40]C2C=CC=CC=2)[CH:35]=[CH:36][CH:37]=1)[CH:28]([F:30])[F:29]. The catalyst is C(Cl)Cl. The product is [NH3:5].[CH3:11][OH:12].[C:1]([N:5]1[CH2:10][CH2:9][NH:8][C@@H:7]([C:18]([N:20]2[CH2:21][CH2:22][N:23]([C:39]([NH:38][C:34]3[CH:35]=[CH:36][CH:37]=[C:32]([O:31][C:27]([F:26])([F:48])[CH:28]([F:30])[F:29])[CH:33]=3)=[O:40])[CH2:24][CH2:25]2)=[O:19])[CH2:6]1)([CH3:4])([CH3:3])[CH3:2]. The yield is 0.100. (6) The reactants are [NH:1]1[C:9]2[C:4](=[CH:5][CH:6]=[CH:7][CH:8]=2)[CH:3]=[C:2]1[C:10]([OH:12])=O.C([Cl:16])(=O)C.P(Cl)(Cl)(Cl)(Cl)Cl. The catalyst is CCOCC. The product is [NH:1]1[C:9]2[C:4](=[CH:5][CH:6]=[CH:7][CH:8]=2)[CH:3]=[C:2]1[C:10]([Cl:16])=[O:12]. The yield is 0.730.